Dataset: TCR-epitope binding with 47,182 pairs between 192 epitopes and 23,139 TCRs. Task: Binary Classification. Given a T-cell receptor sequence (or CDR3 region) and an epitope sequence, predict whether binding occurs between them. (1) The epitope is LLFNKVTLA. The TCR CDR3 sequence is CASSYPGHYNEQFF. Result: 0 (the TCR does not bind to the epitope). (2) The epitope is GLIYNRMGAVTTEV. The TCR CDR3 sequence is CASSATGGSYEQYF. Result: 1 (the TCR binds to the epitope).